This data is from Forward reaction prediction with 1.9M reactions from USPTO patents (1976-2016). The task is: Predict the product of the given reaction. (1) Given the reactants [CH2:1]([OH:7])[CH:2]1[O:6][CH2:5][CH2:4][CH2:3]1.O[C:9]1[CH:18]=[CH:17][C:12]([C:13]([O:15]C)=[O:14])=[CH:11][CH:10]=1.C1(P(C2C=CC=CC=2)C2C=CC=CC=2)C=CC=CC=1.N(C(OCC)=O)=NC(OCC)=O.[OH-].[Na+], predict the reaction product. The product is: [O:6]1[CH2:5][CH2:4][CH2:3][CH:2]1[CH2:1][O:7][C:9]1[CH:18]=[CH:17][C:12]([C:13]([OH:15])=[O:14])=[CH:11][CH:10]=1. (2) Given the reactants [CH:1]1([S:4]([C:7]2[CH:12]=[CH:11][C:10]([CH:13]([O:17][CH:18]3[CH2:23][CH2:22][O:21][CH2:20][CH2:19]3)[C:14](O)=[O:15])=[CH:9][CH:8]=2)(=[O:6])=[O:5])[CH2:3][CH2:2]1.[NH2:24][C:25]1[S:26][C:27]([N:30]2[CH:34]=[C:33]([C:35]([O:37][CH2:38][CH3:39])=[O:36])[CH:32]=[N:31]2)=[CH:28][N:29]=1.C1C=CC2N(O)N=NC=2C=1.CCN=C=NCCCN(C)C.CN1CCOCC1, predict the reaction product. The product is: [CH:1]1([S:4]([C:7]2[CH:12]=[CH:11][C:10]([CH:13]([O:17][CH:18]3[CH2:19][CH2:20][O:21][CH2:22][CH2:23]3)[C:14]([NH:24][C:25]3[S:26][C:27]([N:30]4[CH:34]=[C:33]([C:35]([O:37][CH2:38][CH3:39])=[O:36])[CH:32]=[N:31]4)=[CH:28][N:29]=3)=[O:15])=[CH:9][CH:8]=2)(=[O:6])=[O:5])[CH2:3][CH2:2]1. (3) Given the reactants [C:1]([O:5][C:6]([N:8]1[CH2:13][CH2:12][CH:11]([CH:14]=O)[CH2:10][CH2:9]1)=[O:7])([CH3:4])([CH3:3])[CH3:2].[C:16](=O)([O-])[O-].[K+].[K+].COP(C(=[N+]=[N-])C(=O)C)(=O)OC, predict the reaction product. The product is: [C:1]([O:5][C:6]([N:8]1[CH2:13][CH2:12][CH:11]([C:14]#[CH:16])[CH2:10][CH2:9]1)=[O:7])([CH3:4])([CH3:3])[CH3:2]. (4) Given the reactants [O:1]=[C:2]1[C:6]2([CH2:11][CH2:10][NH:9][CH2:8][CH2:7]2)[N:5]([C:12]2[CH:17]=[CH:16][CH:15]=[CH:14][CH:13]=2)[CH2:4][N:3]1[CH2:18][C:19]1[CH:20]=[C:21]([CH:29]=[CH:30][CH:31]=1)[C:22]([O:24][C:25]([CH3:28])([CH3:27])[CH3:26])=[O:23].C(=O)([O-])[O-].[K+].[K+].[I-].[Na+].Cl[CH2:41][CH2:42][CH2:43][N:44]1[C:49](=[O:50])[CH2:48][O:47][C:46]2[CH:51]=[CH:52][CH:53]=[CH:54][C:45]1=2, predict the reaction product. The product is: [O:1]=[C:2]1[C:6]2([CH2:11][CH2:10][N:9]([CH2:41][CH2:42][CH2:43][N:44]3[C:49](=[O:50])[CH2:48][O:47][C:46]4[CH:51]=[CH:52][CH:53]=[CH:54][C:45]3=4)[CH2:8][CH2:7]2)[N:5]([C:12]2[CH:13]=[CH:14][CH:15]=[CH:16][CH:17]=2)[CH2:4][N:3]1[CH2:18][C:19]1[CH:20]=[C:21]([CH:29]=[CH:30][CH:31]=1)[C:22]([O:24][C:25]([CH3:28])([CH3:26])[CH3:27])=[O:23]. (5) The product is: [CH2:1]([CH:3]1[CH2:7][CH:6]([O:8][CH2:9][C:10]2[CH:15]=[CH:14][C:13]([O:16][CH3:17])=[CH:12][CH:11]=2)[CH2:5][CH:4]1[C:18]1[N:22]2[C:23]3[CH:29]=[CH:28][N:27]([CH2:74][O:73][CH2:72][CH2:71][Si:68]([CH3:70])([CH3:69])[CH3:67])[C:24]=3[N:25]=[CH:26][C:21]2=[N:20][N:19]=1)[CH3:2]. Given the reactants [CH2:1]([CH:3]1[CH2:7][CH:6]([O:8][CH2:9][C:10]2[CH:15]=[CH:14][C:13]([O:16][CH3:17])=[CH:12][CH:11]=2)[CH2:5][CH:4]1[C:18]1[N:22]2[C:23]3[CH:29]=[CH:28][NH:27][C:24]=3[N:25]=[CH:26][C:21]2=[N:20][N:19]=1)[CH3:2].CN(C(ON1N=NC2C=CC=NC1=2)=[N+](C)C)C.F[P-](F)(F)(F)(F)F.CCN(C(C)C)C(C)C.[OH-].[Na+].[H-].[Na+].[CH3:67][Si:68]([CH2:71][CH2:72][O:73][CH2:74]Cl)([CH3:70])[CH3:69], predict the reaction product.